From a dataset of Reaction yield outcomes from USPTO patents with 853,638 reactions. Predict the reaction yield, written as a fraction of the theoretical maximum amount of product (1.0 means a 100% yield; for example, 0.34 means a 34% yield). The product is [O:1]([C:8]1[CH:9]=[C:10]([CH:13]=[CH:14][CH:15]=1)[CH2:11][NH:12][C:25]([C:22]1[CH:23]=[CH:24][C:19]2[N:18]=[CH:17][S:16][C:20]=2[CH:21]=1)=[O:26])[C:2]1[CH:3]=[CH:4][CH:5]=[CH:6][CH:7]=1. The yield is 0.620. The reactants are [O:1]([C:8]1[CH:9]=[C:10]([CH:13]=[CH:14][CH:15]=1)[CH2:11][NH2:12])[C:2]1[CH:7]=[CH:6][CH:5]=[CH:4][CH:3]=1.[S:16]1[C:20]2[CH:21]=[C:22]([C:25](O)=[O:26])[CH:23]=[CH:24][C:19]=2[N:18]=[CH:17]1.F[P-](F)(F)(F)(F)F.N1(O[P+](N(C)C)(N(C)C)N(C)C)C2C=CC=CC=2N=N1.C(N(CC)CC)C. The catalyst is O1CCCC1.